This data is from Full USPTO retrosynthesis dataset with 1.9M reactions from patents (1976-2016). The task is: Predict the reactants needed to synthesize the given product. (1) Given the product [C:14]([NH:13][C:11]([C:10]1[C:4]2[C:5](=[N:6][CH:7]=[C:2]([C:36]3[CH:37]=[CH:38][CH:39]=[C:40]4[C:35]=3[NH:34][C:33]([CH3:32])=[CH:41]4)[N:3]=2)[N:8]([CH2:18][O:19][CH2:20][CH2:21][Si:22]([CH3:25])([CH3:24])[CH3:23])[CH:9]=1)=[O:12])([CH3:17])([CH3:16])[CH3:15], predict the reactants needed to synthesize it. The reactants are: Br[C:2]1[N:3]=[C:4]2[C:10]([C:11]([NH:13][C:14]([CH3:17])([CH3:16])[CH3:15])=[O:12])=[CH:9][N:8]([CH2:18][O:19][CH2:20][CH2:21][Si:22]([CH3:25])([CH3:24])[CH3:23])[C:5]2=[N:6][CH:7]=1.C(=O)([O-])[O-].[K+].[K+].[CH3:32][C:33]1[NH:34][C:35]2[C:40]([CH:41]=1)=[CH:39][CH:38]=[CH:37][C:36]=2B1OC(C)(C)C(C)(C)O1.CN1C2C(=CC=CC=2B2OC(C)(C)C(C)(C)O2)C=C1. (2) Given the product [OH:19][C:7]1[C:6]([CH2:26][CH:21]=[CH2:22])=[C:5]([OH:4])[CH:18]=[CH:17][C:8]=1[C:9]([C:11]1[CH:12]=[CH:13][CH:14]=[CH:15][CH:16]=1)=[O:10], predict the reactants needed to synthesize it. The reactants are: C([O:4][C:5]1[CH:18]=[CH:17][C:8]([C:9]([C:11]2[CH:16]=[CH:15][CH:14]=[CH:13][CH:12]=2)=[O:10])=[C:7]([OH:19])[CH:6]=1)C=C.Cl[C:21]1[CH:26]=CC=C[C:22]=1Cl. (3) Given the product [Br:10][C:11]1[CH:12]=[CH:13][C:14]([CH2:19][O:9][C:4]2[CH:5]=[CH:6][C:7]([Cl:8])=[C:2]([Cl:1])[CH:3]=2)=[C:15]([CH:18]=1)[C:16]#[N:17], predict the reactants needed to synthesize it. The reactants are: [Cl:1][C:2]1[CH:3]=[C:4]([OH:9])[CH:5]=[CH:6][C:7]=1[Cl:8].[Br:10][C:11]1[CH:12]=[CH:13][C:14]([CH2:19]Br)=[C:15]([CH:18]=1)[C:16]#[N:17].C(=O)([O-])[O-].[K+].[K+]. (4) The reactants are: Cl.[NH:2]1[CH2:7][CH2:6][CH:5]([CH2:8][O:9][C:10]2[CH:11]=[C:12]3[C:17](=[CH:18][CH:19]=2)[NH:16][C:15](=[C:20]2[C:28]4[C:23](=[CH:24][CH:25]=[CH:26][CH:27]=4)[NH:22][C:21]2=[O:29])[CH:14]=[CH:13]3)[CH2:4][CH2:3]1.C=O.[C:32]([BH3-])#N.[Na+].C(=O)(O)[O-].[Na+]. Given the product [CH3:32][N:2]1[CH2:7][CH2:6][CH:5]([CH2:8][O:9][C:10]2[CH:11]=[C:12]3[C:17](=[CH:18][CH:19]=2)[NH:16][C:15](=[C:20]2[C:28]4[C:23](=[CH:24][CH:25]=[CH:26][CH:27]=4)[NH:22][C:21]2=[O:29])[CH:14]=[CH:13]3)[CH2:4][CH2:3]1, predict the reactants needed to synthesize it. (5) Given the product [CH:1]([N:3]([CH2:12][C@@H:13]([CH2:40][CH2:41][CH2:42][CH2:43][CH3:44])[C:14]([N:16]1[C@H:20]([C:21]([NH:23][C:24]2[N:25]=[N:26][CH:27]=[CH:28][CH:29]=2)=[O:22])[CH2:19][CH2:18][NH:17]1)=[O:15])[OH:4])=[O:2], predict the reactants needed to synthesize it. The reactants are: [CH:1]([N:3]([CH2:12][C@@H:13]([CH2:40][CH2:41][CH2:42][CH2:43][CH3:44])[C:14]([N:16]1[C@H:20]([C:21]([NH:23][C:24]2[N:25]=[N:26][CH:27]=[CH:28][CH:29]=2)=[O:22])[CH2:19][CH2:18][N:17]1C(OCC1C=CC=CC=1)=O)=[O:15])[O:4]CC1C=CC=CC=1)=[O:2]. (6) Given the product [C:26]([OH:21])([C:25]([F:31])([F:30])[F:24])=[O:35].[CH3:22][C:3]1[C:2]([NH:28][C:26]([CH3:29])([CH3:27])[C:25]([F:31])([F:30])[F:24])=[N:11][C:10]2[C:5](=[CH:6][CH:7]=[CH:8][C:9]=2[C:12]2[NH:20][C:19]3[CH2:18][CH2:17][NH:16][C:15](=[O:21])[C:14]=3[CH:13]=2)[N:4]=1, predict the reactants needed to synthesize it. The reactants are: Cl[C:2]1[C:3]([CH3:22])=[N:4][C:5]2[C:10]([N:11]=1)=[C:9]([C:12]1[NH:20][C:19]3[CH2:18][CH2:17][NH:16][C:15](=[O:21])[C:14]=3[CH:13]=1)[CH:8]=[CH:7][CH:6]=2.Cl.[F:24][C:25]([F:31])([F:30])[C:26]([CH3:29])([NH2:28])[CH3:27].C(#N)C.[OH2:35].